Predict the reaction yield, written as a fraction of the theoretical maximum amount of product (1.0 means a 100% yield; for example, 0.34 means a 34% yield). From a dataset of Reaction yield outcomes from USPTO patents with 853,638 reactions. (1) The reactants are [Cl:1]C(OC(Cl)C)=O.C([N:21]1[CH2:24][CH:23]([O:25][CH2:26][C:27]2[S:31][C:30]3[CH:32]=[CH:33][CH:34]=[CH:35][C:29]=3[CH:28]=2)[CH2:22]1)(C1C=CC=CC=1)C1C=CC=CC=1.CO. The catalyst is ClCCl. The product is [ClH:1].[S:31]1[C:27]([CH2:26][O:25][CH:23]2[CH2:22][NH:21][CH2:24]2)=[CH:28][C:29]2[CH:35]=[CH:34][CH:33]=[CH:32][C:30]1=2. The yield is 0.900. (2) The reactants are Br[C:2]1[CH:3]=[C:4]([N:22]([CH:24]2[CH2:29][CH2:28][CH2:27][CH2:26][CH2:25]2)[CH3:23])[C:5]([CH3:21])=[C:6]([CH:20]=1)[C:7]([NH:9][CH2:10][C:11]1[C:12](=[O:19])[NH:13][C:14]([CH3:18])=[CH:15][C:16]=1[CH3:17])=[O:8].[O:30]1[CH2:35][CH2:34][N:33]([CH2:36][CH2:37][N:38]2[CH:42]=[C:41](B(O)O)[CH:40]=[N:39]2)[CH2:32][CH2:31]1.C([O-])([O-])=O.[Na+].[Na+]. The catalyst is O1CCOCC1.O.O.C1C=CC([P]([Pd]([P](C2C=CC=CC=2)(C2C=CC=CC=2)C2C=CC=CC=2)([P](C2C=CC=CC=2)(C2C=CC=CC=2)C2C=CC=CC=2)[P](C2C=CC=CC=2)(C2C=CC=CC=2)C2C=CC=CC=2)(C2C=CC=CC=2)C2C=CC=CC=2)=CC=1. The product is [CH:24]1([N:22]([CH3:23])[C:4]2[C:5]([CH3:21])=[C:6]([CH:20]=[C:2]([C:41]3[CH:40]=[N:39][N:38]([CH2:37][CH2:36][N:33]4[CH2:34][CH2:35][O:30][CH2:31][CH2:32]4)[CH:42]=3)[CH:3]=2)[C:7]([NH:9][CH2:10][C:11]2[C:12](=[O:19])[NH:13][C:14]([CH3:18])=[CH:15][C:16]=2[CH3:17])=[O:8])[CH2:29][CH2:28][CH2:27][CH2:26][CH2:25]1. The yield is 0.250. (3) The catalyst is C(Cl)Cl. The yield is 0.730. The product is [CH2:35]([N:20]([CH:15]1[CH2:14][C:13]2[C:17](=[CH:18][CH:19]=[C:11]([S:10][C:7]([CH3:8])([CH3:9])[C:6]([OH:37])=[O:5])[CH:12]=2)[CH2:16]1)[C:21]([NH:23][C:24]1[CH:25]=[CH:26][C:27]([O:30][C:31]([F:34])([F:32])[F:33])=[CH:28][CH:29]=1)=[O:22])[CH3:36]. The reactants are C([O:5][C:6](=[O:37])[C:7]([S:10][C:11]1[CH:12]=[C:13]2[C:17](=[CH:18][CH:19]=1)[CH2:16][CH:15]([N:20]([CH2:35][CH3:36])[C:21]([NH:23][C:24]1[CH:29]=[CH:28][C:27]([O:30][C:31]([F:34])([F:33])[F:32])=[CH:26][CH:25]=1)=[O:22])[CH2:14]2)([CH3:9])[CH3:8])(C)(C)C.C(O)(C(F)(F)F)=O.